Dataset: Catalyst prediction with 721,799 reactions and 888 catalyst types from USPTO. Task: Predict which catalyst facilitates the given reaction. (1) Reactant: [Cl:1][C:2]1[C:8]([O:9][C:10]2[CH:15]=[CH:14][C:13]([C:16]([F:19])([F:18])[F:17])=[CH:12][CH:11]=2)=[CH:7][C:5]([NH2:6])=[C:4]([N+:20]([O-])=O)[CH:3]=1.Cl. Product: [Cl:1][C:2]1[CH:3]=[C:4]([NH2:20])[C:5]([NH2:6])=[CH:7][C:8]=1[O:9][C:10]1[CH:15]=[CH:14][C:13]([C:16]([F:19])([F:17])[F:18])=[CH:12][CH:11]=1. The catalyst class is: 490. (2) Reactant: C([O:8][C:9]1[C:14]2[C:15]([NH:34][C:35]3[CH:40]=[CH:39][N:38]=[C:37]([F:41])[CH:36]=3)=[N:16][N:17]([C:18]3([CH2:31][C:32]#[N:33])[CH2:23][CH2:22][N:21](C(OC(C)(C)C)=O)[CH2:20][CH2:19]3)[C:13]=2[CH:12]=[CH:11][N:10]=1)C1C=CC=CC=1.C(O)(C(F)(F)F)=O. Product: [F:41][C:37]1[CH:36]=[C:35]([NH:34][C:15]2[C:14]3[C:9](=[O:8])[NH:10][CH:11]=[CH:12][C:13]=3[N:17]([C:18]3([CH2:31][C:32]#[N:33])[CH2:19][CH2:20][NH:21][CH2:22][CH2:23]3)[N:16]=2)[CH:40]=[CH:39][N:38]=1. The catalyst class is: 4. (3) Reactant: [C:1]([O:5][C:6]([NH:8][C@@H:9]([C:18]([OH:20])=O)[CH2:10][C:11]1[CH:16]=[CH:15][C:14]([F:17])=[CH:13][CH:12]=1)=[O:7])([CH3:4])([CH3:3])[CH3:2].CCN(C(C)C)C(C)C.Cl.[CH3:31][O:32][C:33]1[CH:34]=[C:35]([C:41]2[C@@H:50]3[C@@H:45]([CH2:46][CH2:47][CH2:48][CH2:49]3)[C:44](=[O:51])[N:43]([CH:52]3[CH2:57][CH2:56][NH:55][CH2:54][CH2:53]3)[N:42]=2)[CH:36]=[CH:37][C:38]=1[O:39][CH3:40].CCOC(C(C#N)=NOC(N1CCOCC1)=[N+](C)C)=O.F[P-](F)(F)(F)(F)F.C(=O)(O)[O-].[Na+]. Product: [CH3:31][O:32][C:33]1[CH:34]=[C:35]([C:41]2[C@@H:50]3[C@@H:45]([CH2:46][CH2:47][CH2:48][CH2:49]3)[C:44](=[O:51])[N:43]([CH:52]3[CH2:53][CH2:54][N:55]([C:18](=[O:20])[C@H:9]([NH:8][C:6](=[O:7])[O:5][C:1]([CH3:2])([CH3:3])[CH3:4])[CH2:10][C:11]4[CH:12]=[CH:13][C:14]([F:17])=[CH:15][CH:16]=4)[CH2:56][CH2:57]3)[N:42]=2)[CH:36]=[CH:37][C:38]=1[O:39][CH3:40]. The catalyst class is: 2. (4) Reactant: [Cl:1][C:2]1[CH:3]=[C:4]2[C:10]([C:11]3[N:16]=[C:15]([NH:17][C@H:18]4[CH2:23][CH2:22][CH2:21][C@@H:20]([NH2:24])[CH2:19]4)[C:14]([F:25])=[CH:13][N:12]=3)=[CH:9][N:8](S(C3C=CC(C)=CC=3)(=O)=O)[C:5]2=[N:6][CH:7]=1.[O:36]1[CH2:40][CH2:39][CH2:38][CH:37]1[C:41]([OH:43])=[O:42].C(Cl)CCl.C1C=CC2N(O)N=NC=2C=1.CCN(C(C)C)C(C)C.[OH-].[Li+]. Product: [ClH:1].[Cl:1][C:2]1[CH:3]=[C:4]2[C:10]([C:11]3[N:16]=[C:15]([NH:17][C@H:18]4[CH2:23][CH2:22][CH2:21][C@@H:20]([NH:24][C:41]([CH:37]5[CH2:38][CH2:39][CH2:40][O:36]5)=[O:42])[CH2:19]4)[C:14]([F:25])=[CH:13][N:12]=3)=[CH:9][NH:8][C:5]2=[N:6][CH:7]=1.[Cl:1][C:2]1[CH:3]=[C:4]2[C:10]([C:11]3[N:16]=[C:15]([NH:17][C@H:18]4[CH2:23][CH2:22][CH2:21][C@@H:20]([NH:24][C:41]([CH:37]5[CH2:38][CH2:39][CH2:40][O:36]5)=[O:43])[CH2:19]4)[C:14]([F:25])=[CH:13][N:12]=3)=[CH:9][NH:8][C:5]2=[N:6][CH:7]=1. The catalyst class is: 2.